This data is from Merck oncology drug combination screen with 23,052 pairs across 39 cell lines. The task is: Regression. Given two drug SMILES strings and cell line genomic features, predict the synergy score measuring deviation from expected non-interaction effect. (1) Drug 1: CCN(CC)CCNC(=O)c1c(C)[nH]c(C=C2C(=O)Nc3ccc(F)cc32)c1C. Drug 2: C#Cc1cccc(Nc2ncnc3cc(OCCOC)c(OCCOC)cc23)c1. Cell line: A2058. Synergy scores: synergy=14.1. (2) Drug 1: CCN(CC)CCNC(=O)c1c(C)[nH]c(C=C2C(=O)Nc3ccc(F)cc32)c1C. Drug 2: Cc1nc(Nc2ncc(C(=O)Nc3c(C)cccc3Cl)s2)cc(N2CCN(CCO)CC2)n1. Cell line: UWB1289BRCA1. Synergy scores: synergy=-6.86.